From a dataset of Full USPTO retrosynthesis dataset with 1.9M reactions from patents (1976-2016). Predict the reactants needed to synthesize the given product. (1) Given the product [ClH:3].[CH2:5]([N:12]([CH2:13][CH2:14][Cl:3])[CH3:16])[C:6]1[CH:11]=[CH:10][CH:9]=[CH:8][CH:7]=1, predict the reactants needed to synthesize it. The reactants are: S(Cl)([Cl:3])=O.[CH2:5]([N:12]([CH3:16])[CH2:13][CH2:14]O)[C:6]1[CH:11]=[CH:10][CH:9]=[CH:8][CH:7]=1. (2) Given the product [NH2:18][C:13]1[CH:12]=[C:11]([C:8]2[CH:9]=[CH:10][C:5]([O:4][CH:1]([CH3:3])[CH3:2])=[CH:6][CH:7]=2)[CH:16]=[CH:15][C:14]=1[OH:17], predict the reactants needed to synthesize it. The reactants are: [CH:1]([O:4][C:5]1[CH:10]=[CH:9][C:8]([C:11]2[CH:16]=[CH:15][C:14]([OH:17])=[C:13]([N+:18]([O-])=O)[CH:12]=2)=[CH:7][CH:6]=1)([CH3:3])[CH3:2]. (3) Given the product [F:17][C:4]1[CH:3]=[C:2]([C:19]#[C:18][Si:20]([CH3:23])([CH3:22])[CH3:21])[CH:16]=[CH:15][C:5]=1[CH2:6][NH:7][C:8](=[O:14])[O:9][C:10]([CH3:13])([CH3:12])[CH3:11], predict the reactants needed to synthesize it. The reactants are: Br[C:2]1[CH:16]=[CH:15][C:5]([CH2:6][NH:7][C:8](=[O:14])[O:9][C:10]([CH3:13])([CH3:12])[CH3:11])=[C:4]([F:17])[CH:3]=1.[C:18]([Si:20]([CH3:23])([CH3:22])[CH3:21])#[CH:19]. (4) Given the product [CH2:2]([O:4][C:5](=[O:23])[C:6]1[CH:11]=[CH:10][CH:9]=[C:8]([NH:12][CH:13]([C:20]([O:22][C@@H:36]2[CH:37]3[CH2:40][CH2:41][N:34]([CH2:39][CH2:38]3)[CH2:35]2)=[O:21])[C:14]2[CH:15]=[CH:16][CH:17]=[CH:18][CH:19]=2)[CH:7]=1)[CH3:3], predict the reactants needed to synthesize it. The reactants are: Cl.[CH2:2]([O:4][C:5](=[O:23])[C:6]1[CH:11]=[CH:10][CH:9]=[C:8]([NH:12][CH:13]([C:20]([OH:22])=[O:21])[C:14]2[CH:19]=[CH:18][CH:17]=[CH:16][CH:15]=2)[CH:7]=1)[CH3:3].C1C=CC2N(O)N=NC=2C=1.[N:34]12[CH2:41][CH2:40][CH:37]([CH2:38][CH2:39]1)[C@@H:36](O)[CH2:35]2.CCN(C(C)C)C(C)C. (5) Given the product [Cl:1][C:2]1[CH:3]=[CH:4][C:5]2[N:20]3[CH:24]=[CH:23][N:22]=[C:21]3[C@@H:25]([CH2:26][CH:27]3[O:31][CH2:30][CH2:29][O:28]3)[O:32][C@H:8]([C:10]3[CH:15]=[CH:14][CH:13]=[C:12]([O:16][CH3:17])[C:11]=3[O:18][CH3:19])[C:6]=2[CH:7]=1, predict the reactants needed to synthesize it. The reactants are: [Cl:1][C:2]1[CH:3]=[CH:4][C:5]([N:20]2[CH:24]=[CH:23][N:22]=[C:21]2[CH:25]([OH:32])[CH2:26][CH:27]2[O:31][CH2:30][CH2:29][O:28]2)=[C:6]([C:8]([C:10]2[CH:15]=[CH:14][CH:13]=[C:12]([O:16][CH3:17])[C:11]=2[O:18][CH3:19])=O)[CH:7]=1.[BH4-].[Na+].C(OCC)(=O)C.O.